This data is from Peptide-MHC class I binding affinity with 185,985 pairs from IEDB/IMGT. The task is: Regression. Given a peptide amino acid sequence and an MHC pseudo amino acid sequence, predict their binding affinity value. This is MHC class I binding data. (1) The peptide sequence is FPVRPQVPL. The MHC is HLA-B35:01 with pseudo-sequence HLA-B35:01. The binding affinity (normalized) is 0.773. (2) The MHC is HLA-A02:17 with pseudo-sequence HLA-A02:17. The binding affinity (normalized) is 1.00. The peptide sequence is FLLMDALKL. (3) The peptide sequence is LLAQFTSAI. The MHC is HLA-A68:02 with pseudo-sequence HLA-A68:02. The binding affinity (normalized) is 0.407. (4) The peptide sequence is NHHPRARSM. The MHC is HLA-A26:01 with pseudo-sequence HLA-A26:01. The binding affinity (normalized) is 0.0847. (5) The peptide sequence is DEEPMELDY. The MHC is HLA-A29:02 with pseudo-sequence HLA-A29:02. The binding affinity (normalized) is 0.350. (6) The peptide sequence is FAAPHRGVA. The MHC is HLA-A29:02 with pseudo-sequence HLA-A29:02. The binding affinity (normalized) is 0.0847.